From a dataset of Catalyst prediction with 721,799 reactions and 888 catalyst types from USPTO. Predict which catalyst facilitates the given reaction. (1) Reactant: [F:1][C:2]1[C:3]([NH:17][CH:18]2[CH2:23][CH2:22][CH2:21][CH2:20][CH:19]2[NH2:24])=[N:4][C:5]([C:8]2[C:16]3[C:11](=[N:12][CH:13]=[CH:14][CH:15]=3)[NH:10][CH:9]=2)=[N:6][CH:7]=1.CCN(C(C)C)C(C)C.[CH3:34][S:35](Cl)(=[O:37])=[O:36]. Product: [F:1][C:2]1[C:3]([NH:17][C@H:18]2[CH2:23][CH2:22][CH2:21][CH2:20][C@H:19]2[NH:24][S:35]([CH3:34])(=[O:37])=[O:36])=[N:4][C:5]([C:8]2[C:16]3[C:11](=[N:12][CH:13]=[CH:14][CH:15]=3)[NH:10][CH:9]=2)=[N:6][CH:7]=1. The catalyst class is: 59. (2) Reactant: [CH3:1][O:2][C:3]([C:5]1(C(O)=O)[CH2:7][CH2:6]1)=[O:4].C([N:13]([CH2:16]C)CC)C.C1(P(N=[N+]=[N-])(C2C=CC=CC=2)=[O:25])C=CC=CC=1.[C:35]([OH:39])([CH3:38])([CH3:37])[CH3:36]. Product: [C:35]([O:39][C:16]([NH:13][C:5]1([C:3]([O:2][CH3:1])=[O:4])[CH2:6][CH2:7]1)=[O:25])([CH3:38])([CH3:37])[CH3:36]. The catalyst class is: 11. (3) Reactant: [C:1](=[O:14])(OC1C=CC=CC=1)[O:2][C:3]([CH3:6])([CH3:5])[CH3:4].[NH2:15][CH2:16][CH2:17][CH2:18][CH2:19][CH2:20][CH2:21][NH2:22].C(Cl)Cl. Product: [C:3]([O:2][C:1]([NH:15][CH2:16][CH2:17][CH2:18][CH2:19][CH2:20][CH2:21][NH2:22])=[O:14])([CH3:4])([CH3:5])[CH3:6]. The catalyst class is: 14. (4) Reactant: [CH3:1][O:2][C:3]1[CH:8]=[CH:7][C:6]([Mg]Br)=[CH:5][CH:4]=1.[O:11]=[C:12]1[C:20](=[O:21])[C:19]2[C:14](=[C:15]([C:22]([O:24][CH3:25])=[O:23])[CH:16]=[CH:17][CH:18]=2)[NH:13]1. Product: [OH:21][C:20]1([C:6]2[CH:7]=[CH:8][C:3]([O:2][CH3:1])=[CH:4][CH:5]=2)[C:19]2[C:14](=[C:15]([C:22]([O:24][CH3:25])=[O:23])[CH:16]=[CH:17][CH:18]=2)[NH:13][C:12]1=[O:11]. The catalyst class is: 1. (5) Reactant: [F:1][C:2]([F:11])([F:10])[C:3]1[C:4]([NH2:9])=[N:5][CH:6]=[CH:7][CH:8]=1.Br[CH2:13][C:14](=O)[C:15]([CH3:18])([CH3:17])[CH3:16].C(=O)(O)[O-].[Na+]. Product: [C:15]([C:14]1[N:9]=[C:4]2[C:3]([C:2]([F:1])([F:10])[F:11])=[CH:8][CH:7]=[CH:6][N:5]2[CH:13]=1)([CH3:18])([CH3:17])[CH3:16]. The catalyst class is: 8. (6) Reactant: [C:1](Cl)(=[O:3])[CH3:2].[N:5]1([CH2:11][CH2:12][O:13][C:14]2[CH:19]=[CH:18][C:17]([CH:20]3[CH2:25][CH2:24][N:23]([C:26]4[CH:27]=[CH:28][C:29]5[N:30]([C:32]([C:35]([F:38])([F:37])[F:36])=[N:33][N:34]=5)[N:31]=4)[CH2:22][CH2:21]3)=[CH:16][CH:15]=2)[CH2:10][CH2:9][NH:8][CH2:7][CH2:6]1.C(N(CC)CC)C. Product: [C:1]([N:8]1[CH2:9][CH2:10][N:5]([CH2:11][CH2:12][O:13][C:14]2[CH:19]=[CH:18][C:17]([CH:20]3[CH2:25][CH2:24][N:23]([C:26]4[CH:27]=[CH:28][C:29]5[N:30]([C:32]([C:35]([F:38])([F:36])[F:37])=[N:33][N:34]=5)[N:31]=4)[CH2:22][CH2:21]3)=[CH:16][CH:15]=2)[CH2:6][CH2:7]1)(=[O:3])[CH3:2]. The catalyst class is: 34. (7) Reactant: [N:1]1[CH:6]=[CH:5][C:4]([S:7][C:8]2[CH:13]=[CH:12][C:11]([C:14](=[O:16])[CH3:15])=[CH:10][C:9]=2[C:17]([F:20])([F:19])[F:18])=[CH:3][CH:2]=1.[OH:21]OS([O-])=O.[K+].[OH2:27]. Product: [N:1]1[CH:6]=[CH:5][C:4]([S:7]([C:8]2[CH:13]=[CH:12][C:11]([C:14](=[O:16])[CH3:15])=[CH:10][C:9]=2[C:17]([F:18])([F:20])[F:19])(=[O:21])=[O:27])=[CH:3][CH:2]=1. The catalyst class is: 111.